From a dataset of Forward reaction prediction with 1.9M reactions from USPTO patents (1976-2016). Predict the product of the given reaction. (1) The product is: [C:12]([O:11][C:10]([NH:9][C@H:6]1[CH2:5][CH2:4][C@H:3]([CH2:2][O:1][S:25]([C:24]([F:37])([F:36])[F:23])(=[O:27])=[O:26])[CH2:8][CH2:7]1)=[O:16])([CH3:13])([CH3:15])[CH3:14]. Given the reactants [OH:1][CH2:2][C@H:3]1[CH2:8][CH2:7][C@H:6]([NH:9][C:10](=[O:16])[O:11][C:12]([CH3:15])([CH3:14])[CH3:13])[CH2:5][CH2:4]1.N1C=CC=CC=1.[F:23][C:24]([F:37])([F:36])[S:25](O[S:25]([C:24]([F:37])([F:36])[F:23])(=[O:27])=[O:26])(=[O:27])=[O:26].CCCC(C)C, predict the reaction product. (2) Given the reactants [CH3:1][C:2]1[N:3]([C:8]2[CH:12]=[CH:11][NH:10][N:9]=2)[C:4]([CH3:7])=[CH:5][CH:6]=1.[F:13][C:14]1[CH:19]=[CH:18][C:17](B(O)O)=[CH:16][CH:15]=1.N1C=CC=CC=1, predict the reaction product. The product is: [CH3:7][C:4]1[N:3]([C:8]2[CH:12]=[CH:11][N:10]([C:17]3[CH:18]=[CH:19][C:14]([F:13])=[CH:15][CH:16]=3)[N:9]=2)[C:2]([CH3:1])=[CH:6][CH:5]=1. (3) The product is: [CH3:47][C@:41]([NH:40][C:38](=[O:39])[O:37][C:33]([CH3:36])([CH3:35])[CH3:34])([CH2:45][CH3:46])[C:42]([NH:1][C@H:2]([CH2:29][CH:30]([CH3:32])[CH3:31])[C:3](=[O:4])[NH:5][CH:6]1[CH2:15][C:14]2[C:9](=[C:10]([N:16]3[CH2:20][CH2:19][CH2:18][C:17]3=[O:21])[CH:11]=[CH:12][CH:13]=2)[N:8]([CH2:22][C:23]2[CH:27]=[CH:26][S:25][CH:24]=2)[C:7]1=[O:28])=[O:43]. Given the reactants [NH2:1][C@H:2]([CH2:29][CH:30]([CH3:32])[CH3:31])[C:3]([NH:5][CH:6]1[CH2:15][C:14]2[C:9](=[C:10]([N:16]3[CH2:20][CH2:19][CH2:18][C:17]3=[O:21])[CH:11]=[CH:12][CH:13]=2)[N:8]([CH2:22][C:23]2[CH:27]=[CH:26][S:25][CH:24]=2)[C:7]1=[O:28])=[O:4].[C:33]([O:37][C:38]([NH:40][C@@:41]([CH3:47])([CH2:45][CH3:46])[C:42](O)=[O:43])=[O:39])([CH3:36])([CH3:35])[CH3:34], predict the reaction product. (4) Given the reactants [C:1]([C:3]1[CH:8]=[CH:7][C:6]([NH:9][CH:10]([C:28]([O:30][CH3:31])=[O:29])[C:11]2[CH:12]=[CH:13][C:14]([O:26][CH3:27])=[C:15]([NH:17][C:18](CCCC(O)=O)=[O:19])[CH:16]=2)=[CH:5][CH:4]=1)#[N:2].[C:32]1(=O)[O:37][C:35](=[O:36])[CH2:34][CH2:33]1, predict the reaction product. The product is: [CH3:32][CH2:33][N:9]([CH:6]([CH3:5])[CH3:7])[CH:10]([CH3:11])[CH3:28].[C:1]([C:3]1[CH:8]=[CH:7][C:6]([NH:9][CH:10]([C:28]([O:30][CH3:31])=[O:29])[C:11]2[CH:12]=[CH:13][C:14]([O:26][CH3:27])=[C:15]([NH:17][C:18](=[O:19])[CH2:33][CH2:34][C:35]([OH:37])=[O:36])[CH:16]=2)=[CH:5][CH:4]=1)#[N:2]. (5) Given the reactants [CH3:1][C:2]1[N:6]2[N:7]=[C:8]([CH:11]=C)[CH:9]=[CH:10][C:5]2=[N:4][C:3]=1[C:13]([F:16])([F:15])[F:14].C[N+]1([O-])CC[O:21]CC1.I([O-])(=O)(=O)=O.[Na+], predict the reaction product. The product is: [CH3:1][C:2]1[N:6]2[N:7]=[C:8]([CH:11]=[O:21])[CH:9]=[CH:10][C:5]2=[N:4][C:3]=1[C:13]([F:16])([F:15])[F:14]. (6) Given the reactants Br[C:2]1[CH:3]=[CH:4][C:5]([Cl:19])=[C:6]([S:8]([NH:11][CH:12]2[CH2:17][CH2:16][CH:15]([OH:18])[CH2:14][CH2:13]2)(=[O:10])=[O:9])[CH:7]=1.[B:20]1([B:20]2[O:24][C:23]([CH3:26])([CH3:25])[C:22]([CH3:28])([CH3:27])[O:21]2)[O:24][C:23]([CH3:26])([CH3:25])[C:22]([CH3:28])([CH3:27])[O:21]1.C([O-])(=O)C.[K+].C(Cl)Cl, predict the reaction product. The product is: [Cl:19][C:5]1[CH:4]=[CH:3][C:2]([B:20]2[O:24][C:23]([CH3:26])([CH3:25])[C:22]([CH3:28])([CH3:27])[O:21]2)=[CH:7][C:6]=1[S:8]([NH:11][CH:12]1[CH2:17][CH2:16][CH:15]([OH:18])[CH2:14][CH2:13]1)(=[O:10])=[O:9]. (7) Given the reactants [N:1]1([CH2:6][CH2:7][N:8]2[C:16]3[C:11](=[CH:12][CH:13]=[CH:14][C:15]=3[CH3:17])[C:10]([C:18]([OH:20])=O)=[CH:9]2)[CH:5]=[CH:4][N:3]=[CH:2]1.CCN(C(C)C)C(C)C.Cl.[F:31][C:32]([F:51])([F:50])[C:33]([NH:35][CH2:36][C:37]1[CH:42]=[CH:41][C:40]([F:43])=[C:39]([CH:44]2[CH2:49][CH2:48][NH:47][CH2:46][CH2:45]2)[CH:38]=1)=[O:34].CCN=C=NCCCN(C)C, predict the reaction product. The product is: [F:50][C:32]([F:31])([F:51])[C:33]([NH:35][CH2:36][C:37]1[CH:42]=[CH:41][C:40]([F:43])=[C:39]([CH:44]2[CH2:49][CH2:48][N:47]([C:18]([C:10]3[C:11]4[C:16](=[C:15]([CH3:17])[CH:14]=[CH:13][CH:12]=4)[N:8]([CH2:7][CH2:6][N:1]4[CH:5]=[CH:4][N:3]=[CH:2]4)[CH:9]=3)=[O:20])[CH2:46][CH2:45]2)[CH:38]=1)=[O:34]. (8) Given the reactants [NH2:1][CH2:2][CH:3]([CH3:14])[CH2:4][C:5]([C:8]1[CH:9]=[N:10][CH:11]=[CH:12][CH:13]=1)([OH:7])C.[Cl:15][C:16]1[C:23]([CH3:24])=[C:22](F)[CH:21]=[CH:20][C:17]=1[C:18]#[N:19].[CH3:26]N1C(=O)CCC1, predict the reaction product. The product is: [Cl:15][C:16]1[C:23]([CH3:24])=[C:22]([NH:1][CH2:2][C:3]([CH3:14])([CH3:26])[CH2:4][CH:5]([OH:7])[C:8]2[CH:9]=[N:10][CH:11]=[CH:12][CH:13]=2)[CH:21]=[CH:20][C:17]=1[C:18]#[N:19]. (9) Given the reactants [CH2:1]([O:8][C:9]1[CH:10]=[C:11]2[C:16](=[CH:17][C:18]=1[O:19][CH3:20])[CH:15]([CH2:21]S(C1N(C3C=CC=CC=3)N=NN=1)(=O)=O)[N:14](C(OC(C)(C)C)=O)[CH2:13][CH2:12]2)[C:2]1[CH:7]=[CH:6][CH:5]=[CH:4][CH:3]=1.[CH3:43][O:44][C:45]1[CH:52]=[C:51]([O:53][CH3:54])[C:50]([CH3:55])=[CH:49][C:46]=1[CH:47]=O, predict the reaction product. The product is: [CH2:1]([O:8][C:9]1[CH:10]=[C:11]2[C:16](=[CH:17][C:18]=1[O:19][CH3:20])[CH:15](/[CH:21]=[CH:47]/[C:46]1[CH:49]=[C:50]([CH3:55])[C:51]([O:53][CH3:54])=[CH:52][C:45]=1[O:44][CH3:43])[NH:14][CH2:13][CH2:12]2)[C:2]1[CH:7]=[CH:6][CH:5]=[CH:4][CH:3]=1.